Dataset: Forward reaction prediction with 1.9M reactions from USPTO patents (1976-2016). Task: Predict the product of the given reaction. (1) Given the reactants [K].[C:2]1(=[O:12])[NH:6][C:5](=[O:7])[C:4]2=[CH:8][CH:9]=[CH:10][CH:11]=[C:3]12.Cl.Cl.[CH2:15]([O:17][C:18](=[O:24])[CH:19](Cl)[O:20][CH2:21][CH3:22])[CH3:16], predict the reaction product. The product is: [CH2:15]([O:17][C:18](=[O:24])[CH:19]([N:6]1[C:2](=[O:12])[C:3]2[C:4](=[CH:8][CH:9]=[CH:10][CH:11]=2)[C:5]1=[O:7])[O:20][CH2:21][CH3:22])[CH3:16]. (2) Given the reactants C(=O)([O-])[O-].[K+].[K+].Cl[C:8]1[C:17]2[C:12](=[CH:13][CH:14]=[CH:15][CH:16]=2)[C:11]([Cl:18])=[N:10][N:9]=1.[NH:19]1[CH2:24][CH2:23][CH2:22][CH:21]([OH:25])[CH2:20]1, predict the reaction product. The product is: [Cl:18][C:11]1[C:12]2[C:17](=[CH:16][CH:15]=[CH:14][CH:13]=2)[C:8]([N:19]2[CH2:24][CH2:23][CH2:22][CH:21]([OH:25])[CH2:20]2)=[N:9][N:10]=1.